Task: Predict the product of the given reaction.. Dataset: Forward reaction prediction with 1.9M reactions from USPTO patents (1976-2016) Given the reactants [Si:1]([O:18][CH2:19][CH:20]([OH:23])[CH2:21][OH:22])([C:14]([CH3:17])([CH3:16])[CH3:15])([C:8]1[CH:13]=[CH:12][CH:11]=[CH:10][CH:9]=1)[C:2]1[CH:7]=[CH:6][CH:5]=[CH:4][CH:3]=1.[S:24](Cl)([C:27]1[CH:33]=[CH:32][C:30]([CH3:31])=[CH:29][CH:28]=1)(=[O:26])=[O:25], predict the reaction product. The product is: [CH3:31][C:30]1[CH:32]=[CH:33][C:27]([S:24]([O:22][CH2:21][CH:20]([OH:23])[CH2:19][O:18][Si:1]([C:14]([CH3:17])([CH3:15])[CH3:16])([C:8]2[CH:13]=[CH:12][CH:11]=[CH:10][CH:9]=2)[C:2]2[CH:3]=[CH:4][CH:5]=[CH:6][CH:7]=2)(=[O:26])=[O:25])=[CH:28][CH:29]=1.